Task: Predict the reactants needed to synthesize the given product.. Dataset: Full USPTO retrosynthesis dataset with 1.9M reactions from patents (1976-2016) (1) The reactants are: [Cl:1][C:2]1[C:3]([O:13][C:14]2[CH:23]=[CH:22][C:17]3[B:18]([OH:21])[O:19][CH2:20][C:16]=3[CH:15]=2)=[N:4][CH:5]=[C:6]([CH:12]=1)[C:7]([O:9]CC)=[O:8].[OH-].[Na+].Cl.CCOC(C)=O. Given the product [Cl:1][C:2]1[C:3]([O:13][C:14]2[CH:23]=[CH:22][C:17]3[B:18]([OH:21])[O:19][CH2:20][C:16]=3[CH:15]=2)=[N:4][CH:5]=[C:6]([CH:12]=1)[C:7]([OH:9])=[O:8], predict the reactants needed to synthesize it. (2) Given the product [CH:1]12[CH2:7][CH:4]([CH2:5][CH2:6]1)[CH2:3][CH:2]2[N:8]1[C:11](=[O:12])[C:10]([CH3:14])([CH3:13])[N:9]1[CH2:18][C:17]1[CH:20]=[CH:21][C:22]([F:24])=[CH:23][C:16]=1[Cl:15], predict the reactants needed to synthesize it. The reactants are: [CH:1]12[CH2:7][CH:4]([CH2:5][CH2:6]1)[CH2:3][CH:2]2[N:8]1[C:11](=[O:12])[C:10]([CH3:14])([CH3:13])[NH:9]1.[Cl:15][C:16]1[CH:23]=[C:22]([F:24])[CH:21]=[CH:20][C:17]=1[CH2:18]Br. (3) Given the product [C:1]([O:5][C:6](=[O:31])[NH:7][C@H:8]([C:16]1[NH:20][C:19]2[CH:21]=[C:22]([C:25]#[CH:26])[CH:23]=[CH:24][C:18]=2[N:17]=1)[CH2:9][C:10]1[CH:15]=[CH:14][CH:13]=[CH:12][CH:11]=1)([CH3:2])([CH3:4])[CH3:3], predict the reactants needed to synthesize it. The reactants are: [C:1]([O:5][C:6](=[O:31])[NH:7][C@H:8]([C:16]1[NH:20][C:19]2[CH:21]=[C:22]([C:25]#[C:26][Si](C)(C)C)[CH:23]=[CH:24][C:18]=2[N:17]=1)[CH2:9][C:10]1[CH:15]=[CH:14][CH:13]=[CH:12][CH:11]=1)([CH3:4])([CH3:3])[CH3:2].C(=O)([O-])[O-].[K+].[K+].